Dataset: Catalyst prediction with 721,799 reactions and 888 catalyst types from USPTO. Task: Predict which catalyst facilitates the given reaction. (1) Reactant: [C:1]1([C:7]([C:9]2[CH:10]=[N:11][C:12]3[C:17]([C:18]=2[C:19]2[CH:24]=[CH:23][CH:22]=[CH:21][CH:20]=2)=[CH:16][CH:15]=[CH:14][C:13]=3[C:25]([F:28])([F:27])[F:26])=O)[CH:6]=[CH:5][CH:4]=[CH:3][CH:2]=1.Cl.[NH2:30][OH:31].O.O.O.C([O-])(=O)C.[Na+]. Product: [C:1]1(/[C:7](/[C:9]2[CH:10]=[N:11][C:12]3[C:17]([C:18]=2[C:19]2[CH:24]=[CH:23][CH:22]=[CH:21][CH:20]=2)=[CH:16][CH:15]=[CH:14][C:13]=3[C:25]([F:28])([F:27])[F:26])=[N:30]\[OH:31])[CH:6]=[CH:5][CH:4]=[CH:3][CH:2]=1. The catalyst class is: 88. (2) Reactant: C(OC([O:8][C:9]1[C:18]2[NH:17][C:16](=[O:19])[CH2:15][O:14][C:13]=2[C:12]([CH2:20][CH2:21][N:22]([CH2:30][CH2:31][N:32]([CH:52]2[CH2:57][CH2:56][CH2:55][CH2:54][CH2:53]2)[C:33](=[O:51])[CH2:34][CH2:35][O:36][CH2:37][CH2:38][C:39]2[CH:44]=[CH:43][CH:42]=[C:41]([C:45]3[N:46]=[N:47][N:48]([CH3:50])[CH:49]=3)[CH:40]=2)C(=O)OC(C)(C)C)=[CH:11][CH:10]=1)=O)(C)(C)C.[C:58]([OH:64])([C:60]([F:63])([F:62])[F:61])=[O:59]. Product: [F:61][C:60]([F:63])([F:62])[C:58]([OH:64])=[O:59].[CH:52]1([N:32]([CH2:31][CH2:30][NH:22][CH2:21][CH2:20][C:12]2[C:13]3[O:14][CH2:15][C:16](=[O:19])[NH:17][C:18]=3[C:9]([OH:8])=[CH:10][CH:11]=2)[C:33](=[O:51])[CH2:34][CH2:35][O:36][CH2:37][CH2:38][C:39]2[CH:44]=[CH:43][CH:42]=[C:41]([C:45]3[N:46]=[N:47][N:48]([CH3:50])[CH:49]=3)[CH:40]=2)[CH2:57][CH2:56][CH2:55][CH2:54][CH2:53]1. The catalyst class is: 2. (3) Reactant: [CH:1]1([N:13]2[CH2:18][CH2:17][CH:16]([N:19]3[C:29]4[C:24](=[CH:25][CH:26]=[CH:27][CH:28]=4)[C:21]4([CH2:23][O:22]4)[C:20]3=[O:30])[CH2:15][CH2:14]2)[C:11]2=[C:12]3[C:7](=[CH:8][CH:9]=[CH:10]2)[CH:6]=[CH:5][CH:4]=[C:3]3[CH2:2]1.[CH3:31][NH2:32]. Product: [CH:1]1([N:13]2[CH2:18][CH2:17][CH:16]([N:19]3[C:29]4[C:24](=[CH:25][CH:26]=[CH:27][CH:28]=4)[C:21]([OH:22])([CH2:23][NH:32][CH3:31])[C:20]3=[O:30])[CH2:15][CH2:14]2)[C:11]2=[C:12]3[C:7](=[CH:8][CH:9]=[CH:10]2)[CH:6]=[CH:5][CH:4]=[C:3]3[CH2:2]1. The catalyst class is: 8. (4) The catalyst class is: 35. Reactant: [O:1]1[C:10]2[C:5](=[CH:6][CH:7]=[CH:8][CH:9]=2)[CH:4]([NH:11][C:12]2[C:13]3[N:14]([C:21]([CH2:25][OH:26])=[C:22]([CH3:24])[N:23]=3)[CH:15]=[C:16]([C:18](O)=[O:19])[CH:17]=2)[CH2:3][CH2:2]1.[NH:27]1[CH2:32][CH2:31][O:30][CH2:29][CH2:28]1.C(N(CC)CC)C.F[P-](F)(F)(F)(F)F.N1(OC(N(C)C)=[N+](C)C)C2C=CC=CC=2N=N1. Product: [O:1]1[C:10]2[C:5](=[CH:6][CH:7]=[CH:8][CH:9]=2)[CH:4]([NH:11][C:12]2[C:13]3[N:14]([C:21]([CH2:25][OH:26])=[C:22]([CH3:24])[N:23]=3)[CH:15]=[C:16]([C:18]([N:27]3[CH2:32][CH2:31][O:30][CH2:29][CH2:28]3)=[O:19])[CH:17]=2)[CH2:3][CH2:2]1. (5) Reactant: [F:1][C:2]1[CH:11]=[C:10]2[C:5]([C:6]([CH2:13][C:14]3[N:18]([CH3:19])[N:17]=[CH:16][N:15]=3)=[N:7][NH:8][C:9]2=[O:12])=[C:4]([NH:20][NH2:21])[CH:3]=1.[F:22][C:23]1[CH:30]=[CH:29][C:26]([CH:27]=O)=[CH:25][CH:24]=1. Product: [F:1][C:2]1[CH:11]=[C:10]2[C:5]([C:6]([CH2:13][C:14]3[N:18]([CH3:19])[N:17]=[CH:16][N:15]=3)=[N:7][NH:8][C:9]2=[O:12])=[C:4]([NH:20]/[N:21]=[CH:27]/[C:26]2[CH:29]=[CH:30][C:23]([F:22])=[CH:24][CH:25]=2)[CH:3]=1. The catalyst class is: 10. (6) Reactant: [F:1][C:2]1[CH:3]=[C:4]([C:8]2[N:12]=[C:11]([CH:13]3[CH2:18][CH:17]([C:19]4[CH:24]=[CH:23][C:22]([O:25][C:26]([F:29])([F:28])[F:27])=[CH:21][CH:20]=4)[CH2:16][N:15]([C:30]([C:32]4([CH2:35][NH:36]C(=O)OC(C)(C)C)[CH2:34][CH2:33]4)=[O:31])[CH2:14]3)[O:10][N:9]=2)[CH:5]=[CH:6][CH:7]=1.FC(F)(F)C(O)=O. Product: [NH2:36][CH2:35][C:32]1([C:30]([N:15]2[CH2:16][CH:17]([C:19]3[CH:24]=[CH:23][C:22]([O:25][C:26]([F:29])([F:27])[F:28])=[CH:21][CH:20]=3)[CH2:18][CH:13]([C:11]3[O:10][N:9]=[C:8]([C:4]4[CH:5]=[CH:6][CH:7]=[C:2]([F:1])[CH:3]=4)[N:12]=3)[CH2:14]2)=[O:31])[CH2:34][CH2:33]1. The catalyst class is: 96. (7) The catalyst class is: 3. Product: [CH3:1][O:2][C:3]([C:5]1[N:6]([CH2:23][C:24]2[CH:25]=[CH:26][C:27]([O:30][CH2:37][CH3:38])=[CH:28][CH:29]=2)[C:7](=[O:22])[C:8]2[C:13]([C:14]=1[C:15]1[CH:16]=[CH:17][CH:18]=[CH:19][CH:20]=1)=[CH:12][C:11]([Br:21])=[CH:10][CH:9]=2)=[O:4]. Reactant: [CH3:1][O:2][C:3]([C:5]1[N:6]([CH2:23][C:24]2[CH:29]=[CH:28][C:27]([OH:30])=[CH:26][CH:25]=2)[C:7](=[O:22])[C:8]2[C:13]([C:14]=1[C:15]1[CH:20]=[CH:19][CH:18]=[CH:17][CH:16]=1)=[CH:12][C:11]([Br:21])=[CH:10][CH:9]=2)=[O:4].C(=O)([O-])[O-].[K+].[K+].[CH2:37](I)[CH3:38].